This data is from Catalyst prediction with 721,799 reactions and 888 catalyst types from USPTO. The task is: Predict which catalyst facilitates the given reaction. (1) Reactant: C([Si](C)(C)OC(CC1C=CC=CC=1)CCC1NC(=O)CC1)(C)(C)C.C[Si]([N-][Si](C)(C)C)(C)C.[Na+].[CH3:35][O:36][C:37](=[O:48])[C:38]1[CH:43]=[CH:42][C:41](CCCBr)=[CH:40][CH:39]=1. Product: [CH3:35][O:36][C:37](=[O:48])[C:38]1[CH:43]=[CH:42][CH:41]=[CH:40][CH:39]=1. The catalyst class is: 3. (2) Reactant: [OH:1][C:2]1[CH:19]=[CH:18][C:5]2[NH:6][C:7]([CH2:12][C:13]([O:15][CH2:16][CH3:17])=[O:14])=[N:8][S:9](=[O:11])(=[O:10])[C:4]=2[C:3]=1[N+:20]([O-])=O.[H][H]. Product: [NH2:20][C:3]1[C:4]2[S:9](=[O:11])(=[O:10])[N:8]=[C:7]([CH2:12][C:13]([O:15][CH2:16][CH3:17])=[O:14])[NH:6][C:5]=2[CH:18]=[CH:19][C:2]=1[OH:1]. The catalyst class is: 19. (3) Reactant: [CH2:1]([O:8][C:9]1[N:14]=[CH:13][NH:12][C:11](=[O:15])[CH:10]=1)[C:2]1[CH:7]=[CH:6][CH:5]=[CH:4][CH:3]=1.Cl[CH2:17][CH2:18][C:19]1[CH:24]=[CH:23][C:22]([CH2:25][OH:26])=[CH:21][CH:20]=1.C(=O)([O-])[O-].[K+].[K+]. Product: [CH2:1]([O:8][C:9]1[N:14]=[CH:13][N:12]([CH2:17][CH2:18][C:19]2[CH:24]=[CH:23][C:22]([CH2:25][OH:26])=[CH:21][CH:20]=2)[C:11](=[O:15])[CH:10]=1)[C:2]1[CH:7]=[CH:6][CH:5]=[CH:4][CH:3]=1. The catalyst class is: 3.